The task is: Predict the reaction yield, written as a fraction of the theoretical maximum amount of product (1.0 means a 100% yield; for example, 0.34 means a 34% yield).. This data is from Reaction yield outcomes from USPTO patents with 853,638 reactions. (1) The reactants are [F:1][C:2]1[CH:7]=[CH:6][C:5]([F:8])=[CH:4][C:3]=1[O:9][C:10]1[CH:15]=[CH:14][C:13](I)=[CH:12][CH:11]=1.[CH3:17][C:18]1([CH3:34])[C:22]([CH3:24])([CH3:23])[O:21][B:20]([B:20]2[O:21][C:22]([CH3:24])([CH3:23])[C:18]([CH3:34])([CH3:17])[O:19]2)[O:19]1.C([O-])(=O)C.[K+]. The catalyst is CN(C)C=O.O.CC([O-])=O.CC([O-])=O.[Pd+2]. The product is [F:1][C:2]1[CH:7]=[CH:6][C:5]([F:8])=[CH:4][C:3]=1[O:9][C:10]1[CH:15]=[CH:14][C:13]([B:20]2[O:21][C:22]([CH3:24])([CH3:23])[C:18]([CH3:34])([CH3:17])[O:19]2)=[CH:12][CH:11]=1. The yield is 0.750. (2) The product is [N:1]1[CH:6]=[CH:5][CH:4]=[CH:3][C:2]=1[C:7]1[C:11]([CH2:12][O:13][C:14]2[CH:22]=[CH:21][C:17]([C:18]([NH:23][CH:24]3[CH2:29][CH2:28][O:27][CH2:26][CH2:25]3)=[O:20])=[CH:16][N:15]=2)=[CH:10][O:9][N:8]=1. The yield is 0.990. The reactants are [N:1]1[CH:6]=[CH:5][CH:4]=[CH:3][C:2]=1[C:7]1[C:11]([CH2:12][O:13][C:14]2[CH:22]=[CH:21][C:17]([C:18]([OH:20])=O)=[CH:16][N:15]=2)=[CH:10][O:9][N:8]=1.[NH2:23][CH:24]1[CH2:29][CH2:28][O:27][CH2:26][CH2:25]1. No catalyst specified. (3) The reactants are [Cl:1][C:2]1[CH:3]=[C:4]2[C:8](=[CH:9][CH:10]=1)[N:7]([C:11]1[N:15]([CH3:16])[N:14]=[C:13]([CH3:17])[C:12]=1[CH:18]=O)[CH:6]=[CH:5]2.[C:20]([OH:25])(=[O:24])[C:21]([CH3:23])=[O:22].C(=O)([O-])[O-].[Na+].[Na+]. The catalyst is CO.O. The product is [Cl:1][C:2]1[CH:3]=[C:4]2[C:8](=[CH:9][CH:10]=1)[N:7]([C:11]1[N:15]([CH3:16])[N:14]=[C:13]([CH3:17])[C:12]=1/[CH:18]=[CH:23]/[C:21](=[O:22])[C:20]([OH:25])=[O:24])[CH:6]=[CH:5]2. The yield is 0.580. (4) The reactants are [N:1]1([CH2:6][CH2:7][CH2:8][O:9][C:10]2[CH:15]=[CH:14][C:13]([C:16]3([C:22](O)=[O:23])[CH2:21][CH2:20][O:19][CH2:18][CH2:17]3)=[CH:12][CH:11]=2)[CH2:5][CH2:4][CH2:3][CH2:2]1.[CH:25]([NH:27][NH2:28])=[O:26].ON1C2C=CC=CC=2N=N1.C(N(C(C)C)CC)(C)C.Cl.CN(C)CCCN=C=NCC. The catalyst is ClCCl. The product is [CH:25]([NH:27][NH:28][C:22]([C:16]1([C:13]2[CH:12]=[CH:11][C:10]([O:9][CH2:8][CH2:7][CH2:6][N:1]3[CH2:2][CH2:3][CH2:4][CH2:5]3)=[CH:15][CH:14]=2)[CH2:21][CH2:20][O:19][CH2:18][CH2:17]1)=[O:23])=[O:26]. The yield is 0.170.